This data is from Reaction yield outcomes from USPTO patents with 853,638 reactions. The task is: Predict the reaction yield, written as a fraction of the theoretical maximum amount of product (1.0 means a 100% yield; for example, 0.34 means a 34% yield). (1) The reactants are [CH2:1]([O:3][C:4](=[O:33])[C:5]1[CH:10]=[CH:9][C:8]([N:11]2[CH:15]=[C:14]([C:16]3[CH:21]=[CH:20][C:19]([Cl:22])=[CH:18][C:17]=3[Cl:23])[N:13]=[C:12]2/[CH:24]=[CH:25]/[C:26]2[CH:31]=[CH:30][C:29](Br)=[CH:28][CH:27]=2)=[CH:7][CH:6]=1)[CH3:2].[CH3:34][S:35]([C:38]1[CH:39]=[C:40](B(O)O)[CH:41]=[CH:42][CH:43]=1)(=[O:37])=[O:36]. No catalyst specified. The product is [CH2:1]([O:3][C:4](=[O:33])[C:5]1[CH:10]=[CH:9][C:8]([N:11]2[CH:15]=[C:14]([C:16]3[CH:21]=[CH:20][C:19]([Cl:22])=[CH:18][C:17]=3[Cl:23])[N:13]=[C:12]2/[CH:24]=[CH:25]/[C:26]2[CH:31]=[CH:30][C:29]([C:42]3[CH:41]=[CH:40][CH:39]=[C:38]([S:35]([CH3:34])(=[O:37])=[O:36])[CH:43]=3)=[CH:28][CH:27]=2)=[CH:7][CH:6]=1)[CH3:2]. The yield is 0.730. (2) The reactants are [SH:1][C:2]1[N:10]=[CH:9][CH:8]=[CH:7][C:3]=1[C:4]([OH:6])=[O:5].[CH3:11]C(C)([O-])C.[K+].Br[CH2:18][C:19]#[N:20].CI.Cl. The catalyst is O.CN(C=O)C. The product is [CH3:11][O:5][C:4](=[O:6])[C:3]1[CH:7]=[CH:8][CH:9]=[N:10][C:2]=1[S:1][CH2:18][C:19]#[N:20]. The yield is 0.420. (3) The reactants are NCC1C=NC=CC=1.Cl.Cl.[CH3:11][C:12]1[S:13][CH:14]=[C:15]([CH2:17][NH2:18])[N:16]=1.[F:19][C:20]1[CH:41]=[CH:40][C:23]([CH2:24][N:25]2[C:29](=[O:30])[N:28]([C:31]3[S:35][C:34]([C:36](O)=[O:37])=[C:33]([CH3:39])[CH:32]=3)[CH:27]=[N:26]2)=[CH:22][CH:21]=1. No catalyst specified. The product is [F:19][C:20]1[CH:41]=[CH:40][C:23]([CH2:24][N:25]2[C:29](=[O:30])[N:28]([C:31]3[S:35][C:34]([C:36]([NH:18][CH2:17][C:15]4[N:16]=[C:12]([CH3:11])[S:13][CH:14]=4)=[O:37])=[C:33]([CH3:39])[CH:32]=3)[CH:27]=[N:26]2)=[CH:22][CH:21]=1. The yield is 0.800. (4) The reactants are [C:1]([O:5][C:6]([N:8]1[CH2:12][C:11]([F:14])([F:13])[CH2:10][C@H:9]1[C:15]([O:17]C)=[O:16])=[O:7])([CH3:4])([CH3:3])[CH3:2].[OH-].[Li+]. The catalyst is C1COCC1.C(OCC)(=O)C. The product is [C:1]([O:5][C:6]([N:8]1[CH2:12][C:11]([F:13])([F:14])[CH2:10][C@H:9]1[C:15]([OH:17])=[O:16])=[O:7])([CH3:4])([CH3:2])[CH3:3]. The yield is 1.00.